Dataset: Forward reaction prediction with 1.9M reactions from USPTO patents (1976-2016). Task: Predict the product of the given reaction. (1) Given the reactants O.[NH2:2][NH2:3].[F:4][C:5]1[CH:10]=[CH:9][C:8]([C:11]2[N:12]=[C:13]([S:23][CH:24]([C:28](=O)[CH3:29])[C:25](=O)[CH3:26])[NH:14][C:15]=2[C:16]2[CH:21]=[CH:20][N:19]=[C:18]([OH:22])[CH:17]=2)=[CH:7][CH:6]=1.C(=O)([O-])[O-].[K+].[K+].C1COCC1, predict the reaction product. The product is: [CH3:26][C:25]1[CH:24]([S:23][C:13]2[NH:14][C:15]([C:16]3[CH:21]=[CH:20][N:19]=[C:18]([OH:22])[CH:17]=3)=[C:11]([C:8]3[CH:9]=[CH:10][C:5]([F:4])=[CH:6][CH:7]=3)[N:12]=2)[C:28]([CH3:29])=[N:3][N:2]=1. (2) Given the reactants [NH:1]1[CH2:6][CH2:5][NH:4][CH2:3][CH2:2]1.Br[CH2:8][C:9]#[C:10][C:11]1[CH:16]=[CH:15][CH:14]=[CH:13][CH:12]=1, predict the reaction product. The product is: [C:11]1([C:10]#[C:9][CH2:8][N:1]2[CH2:6][CH2:5][NH:4][CH2:3][CH2:2]2)[CH:16]=[CH:15][CH:14]=[CH:13][CH:12]=1. (3) Given the reactants Br[CH2:2][CH2:3][O:4][C:5]1[CH:10]=[CH:9][CH:8]=[CH:7][CH:6]=1.C([O-])([O-])=O.[K+].[K+].[F:17][C:18]1[CH:19]=[C:20]2[C:24](=[CH:25][CH:26]=1)[NH:23][C:22]([CH3:27])=[C:21]2[C:28]1[C:33]2[CH:34]=[CH:35][CH:36]=[CH:37][C:32]=2[S:31](=[O:39])(=[O:38])[NH:30][N:29]=1.Br[CH2:41][C:42]([O:44][C:45]([CH3:48])([CH3:47])[CH3:46])=[O:43], predict the reaction product. The product is: [C:45]([O:44][C:42](=[O:43])[CH2:41][N:23]1[C:24]2[C:20](=[CH:19][C:18]([F:17])=[CH:26][CH:25]=2)[C:21]([C:28]2[C:33]3[CH:34]=[CH:35][CH:36]=[CH:37][C:32]=3[S:31](=[O:38])(=[O:39])[N:30]([CH2:2][CH2:3][O:4][C:5]3[CH:10]=[CH:9][CH:8]=[CH:7][CH:6]=3)[N:29]=2)=[C:22]1[CH3:27])([CH3:48])([CH3:47])[CH3:46]. (4) Given the reactants [Cl-].[NH4+:2].[Br:3][C:4]1[C:9]([F:10])=[CH:8][CH:7]=[C:6]([N+:11]([O-])=O)[C:5]=1CN.[CH3:16]O.O, predict the reaction product. The product is: [Br:3][C:4]1[C:9]([F:10])=[CH:8][CH:7]=[C:6]([NH2:11])[C:5]=1[NH:2][CH3:16]. (5) The product is: [C:20]([O:24][C:25](=[O:26])[NH:1][C:2]1[C:7]([CH3:8])=[CH:6][C:5]([Br:9])=[CH:4][N:3]=1)([CH3:23])([CH3:22])[CH3:21]. Given the reactants [NH2:1][C:2]1[C:7]([CH3:8])=[CH:6][C:5]([Br:9])=[CH:4][N:3]=1.C[Si]([N-][Si](C)(C)C)(C)C.[Na+].[C:20]([O:24][C:25](O[C:25]([O:24][C:20]([CH3:23])([CH3:22])[CH3:21])=[O:26])=[O:26])([CH3:23])([CH3:22])[CH3:21], predict the reaction product. (6) Given the reactants C1(N2CCN3C(CC4(C5C=CC=CC=5)CCCC4)=NC(=O)C(O)=C3C2=O)CC1.C([O:36][C:37]1[C:42](=[O:43])[N:41]=[C:40]([CH2:44][C:45]2([C:50]3[CH:55]=[CH:54][CH:53]=[CH:52][CH:51]=3)[CH2:49][CH2:48][CH2:47][CH2:46]2)[N:39]2[CH2:56][CH2:57][N:58]([CH:61]3[CH2:66][CH2:65][O:64][CH2:63][CH2:62]3)[C:59](=[O:60])[C:38]=12)C1C=CC=CC=1, predict the reaction product. The product is: [OH:36][C:37]1[C:42](=[O:43])[N:41]=[C:40]([CH2:44][C:45]2([C:50]3[CH:55]=[CH:54][CH:53]=[CH:52][CH:51]=3)[CH2:49][CH2:48][CH2:47][CH2:46]2)[N:39]2[CH2:56][CH2:57][N:58]([CH:61]3[CH2:66][CH2:65][O:64][CH2:63][CH2:62]3)[C:59](=[O:60])[C:38]=12. (7) Given the reactants [Cl:1][C:2]1[CH:23]=[C:22]([Cl:24])[CH:21]=[CH:20][C:3]=1[C:4]([C:6]1[N:14]2[C:9]([CH:10]=[CH:11][C:12]([C:15]([O:17][CH3:18])=[O:16])=[CH:13]2)=[CH:8][C:7]=1[CH3:19])=O.Cl.C(=O)([O-])O.[Na+], predict the reaction product. The product is: [Cl:1][C:2]1[CH:23]=[C:22]([Cl:24])[CH:21]=[CH:20][C:3]=1[CH2:4][C:6]1[N:14]2[C:9]([CH:10]=[CH:11][C:12]([C:15]([O:17][CH3:18])=[O:16])=[CH:13]2)=[CH:8][C:7]=1[CH3:19]. (8) Given the reactants [CH3:1][C:2]1[CH:7]=[CH:6][C:5]([C:8]2[CH:13]=[C:12]([C:14]([N:16]3[CH2:20][CH2:19][CH2:18][CH2:17]3)=[O:15])[CH:11]=[C:10]([C:21]([OH:23])=O)[CH:9]=2)=[CH:4][CH:3]=1.Cl.[CH3:25][C:26]1[S:27][CH:28]=[C:29]([CH:31]([NH2:33])[CH3:32])[N:30]=1.F[P-](F)(F)(F)(F)F.C[N+](C)=C(N(C)C)ON1C2N=CC=CC=2N=N1.C(N(CC)C(C)C)(C)C, predict the reaction product. The product is: [CH3:1][C:2]1[CH:3]=[CH:4][C:5]([C:8]2[CH:13]=[C:12]([C:14]([N:16]3[CH2:20][CH2:19][CH2:18][CH2:17]3)=[O:15])[CH:11]=[C:10]([C:21]([NH:33][CH:31]([C:29]3[N:30]=[C:26]([CH3:25])[S:27][CH:28]=3)[CH3:32])=[O:23])[CH:9]=2)=[CH:6][CH:7]=1. (9) Given the reactants [C:1]([O:4][C@@H:5]1[C@@H:18]([O:19][C:20](=[O:22])[CH3:21])[C@H:17]([O:23][C:24](=[O:26])[CH3:25])[CH2:16][S:15][C@H:6]1[O:7][C:8]1[CH:9]=[N:10][CH:11]=[C:12](I)[CH:13]=1)(=[O:3])[CH3:2].CS(C)=O.[C:31]1([S:37]([O-:39])=[O:38])[CH:36]=[CH:35][CH:34]=[CH:33][CH:32]=1.CNCCNC, predict the reaction product. The product is: [C:1]([O:4][C@@H:5]1[C@@H:18]([O:19][C:20](=[O:22])[CH3:21])[C@H:17]([O:23][C:24](=[O:26])[CH3:25])[CH2:16][S:15][C@H:6]1[O:7][C:8]1[CH:9]=[N:10][CH:11]=[C:12]([S:37]([C:31]2[CH:36]=[CH:35][CH:34]=[CH:33][CH:32]=2)(=[O:39])=[O:38])[CH:13]=1)(=[O:3])[CH3:2].